This data is from Catalyst prediction with 721,799 reactions and 888 catalyst types from USPTO. The task is: Predict which catalyst facilitates the given reaction. (1) Reactant: [CH3:1][C:2]1([CH3:20])[CH2:19][O:18][C:5]2([C:13]3[C:8](=[CH:9][CH:10]=[C:11]([N+:14]([O-:16])=[O:15])[CH:12]=3)[NH:7][C:6]2=[O:17])[O:4][CH2:3]1.[H-].[Na+].Br[CH2:24][C:25]([O:27][CH3:28])=[O:26]. Product: [CH3:1][C:2]1([CH3:20])[CH2:3][O:4][C:5]2([C:13]3[C:8](=[CH:9][CH:10]=[C:11]([N+:14]([O-:16])=[O:15])[CH:12]=3)[N:7]([CH2:24][C:25]([O:27][CH3:28])=[O:26])[C:6]2=[O:17])[O:18][CH2:19]1. The catalyst class is: 3. (2) Reactant: [Br:1][C:2]1[CH:7]=[CH:6][C:5]([CH:8](Br)[CH3:9])=[CH:4][CH:3]=1.[N:11]1[CH:16]=[CH:15][CH:14]=[CH:13][C:12]=1[OH:17].C(=O)([O-])[O-].[Cs+].[Cs+]. Product: [Br:1][C:2]1[CH:7]=[CH:6][C:5]([CH:8]([N:11]2[CH:16]=[CH:15][CH:14]=[CH:13][C:12]2=[O:17])[CH3:9])=[CH:4][CH:3]=1. The catalyst class is: 9. (3) The catalyst class is: 95. Reactant: [F:1][C:2]1[CH:7]=[CH:6][C:5]([C:8]2[C:17]3[C:12](=[CH:13][C:14]([CH2:18][N:19]4[N:23]=[N:22][C:21]([C:24]([OH:31])([CH2:29][CH3:30])[C:25]([F:28])([F:27])[F:26])=[N:20]4)=[CH:15][CH:16]=3)[N:11]=[C:10]([C:32]#[N:33])[CH:9]=2)=[CH:4][CH:3]=1.C([O-])([O-])=[O:35].C([O-])([O-])=O.OO.OO.OO.[Na+].[Na+].[Na+].[Na+].[NH4+].[Cl-]. Product: [F:1][C:2]1[CH:3]=[CH:4][C:5]([C:8]2[C:17]3[C:12](=[CH:13][C:14]([CH2:18][N:19]4[N:23]=[N:22][C:21]([C:24]([OH:31])([CH2:29][CH3:30])[C:25]([F:28])([F:27])[F:26])=[N:20]4)=[CH:15][CH:16]=3)[N:11]=[C:10]([C:32]([NH2:33])=[O:35])[CH:9]=2)=[CH:6][CH:7]=1. (4) Reactant: [NH:1]1[C:10]2[C:5](=[CH:6][CH:7]=[N:8][C:9]=2[NH2:11])[CH2:4][CH2:3][CH2:2]1.[CH3:12]OC([O-])[O-]. Product: [N:11]1[C:9]2=[C:10]3[C:5](=[CH:6][CH:7]=[N:8]2)[CH2:4][CH2:3][CH2:2][N:1]3[CH:12]=1. The catalyst class is: 106. (5) Product: [Br:1][C:2]1[C:10]2[O:9][CH:8]=[C:7]([CH2:11][Br:21])[C:6]=2[C:5]([F:12])=[C:4]([F:13])[CH:3]=1. Reactant: [Br:1][C:2]1[C:10]2[O:9][CH:8]=[C:7]([CH3:11])[C:6]=2[C:5]([F:12])=[C:4]([F:13])[CH:3]=1.C1C(=O)N([Br:21])C(=O)C1. The catalyst class is: 53. (6) Reactant: C(O[C:6](=O)[NH:7][C:8]1[CH:13]=[CH:12][C:11]([C:14]([N:16]2[CH2:22][C:21]3([CH3:24])[CH2:23][CH:17]2[CH2:18][C:19]([CH3:26])([CH3:25])[CH2:20]3)=[O:15])=[CH:10][CH:9]=1)(C)(C)C.[H-].[Na+].CI. Product: [CH3:6][NH:7][C:8]1[CH:13]=[CH:12][C:11]([C:14]([N:16]2[CH2:22][C:21]3([CH3:24])[CH2:23][CH:17]2[CH2:18][C:19]([CH3:26])([CH3:25])[CH2:20]3)=[O:15])=[CH:10][CH:9]=1. The catalyst class is: 3. (7) Product: [Br:1][C:2]1[CH:3]=[C:4]2[C:9](=[C:10]3[CH2:14][CH2:13][CH2:12][C:11]=13)[N:8]([C:15]([O:17][C:18]([CH3:19])([CH3:21])[CH3:20])=[O:16])[C:7]([CH3:23])([CH3:22])[C:6](=[O:24])[C:5]2([CH3:42])[CH2:25][CH2:36][CH3:37]. The catalyst class is: 93. Reactant: [Br:1][C:2]1[CH:3]=[C:4]2[C:9](=[C:10]3[CH2:14][CH2:13][CH2:12][C:11]=13)[N:8]([C:15]([O:17][C:18]([CH3:21])([CH3:20])[CH3:19])=[O:16])[C:7]([CH3:23])([CH3:22])[C:6](=[O:24])[CH:5]2[CH3:25].C[Si]([N-][Si](C)(C)C)(C)C.[Li+].[CH2:36]1COC[CH2:37]1.I[CH:42](C)C. (8) Reactant: [S:1]1[CH:5]=[C:4]([C:6]([OH:8])=O)[N:3]=[CH:2]1.[CH3:9][NH:10][O:11][CH3:12].CN(C(ON1N=NC2C=CC=NC1=2)=[N+](C)C)C.F[P-](F)(F)(F)(F)F. Product: [CH3:12][O:11][N:10]([CH3:9])[C:6]([C:4]1[N:3]=[CH:2][S:1][CH:5]=1)=[O:8]. The catalyst class is: 34.